From a dataset of Catalyst prediction with 721,799 reactions and 888 catalyst types from USPTO. Predict which catalyst facilitates the given reaction. Product: [NH2:10][C:5]1[CH:4]=[C:3]([O:2][CH3:1])[CH:8]=[CH:7][C:6]=1[OH:9]. Reactant: [CH3:1][O:2][C:3]1[CH:8]=[CH:7][C:6]([OH:9])=[C:5]([N+:10]([O-])=O)[CH:4]=1. The catalyst class is: 457.